Dataset: TCR-epitope binding with 47,182 pairs between 192 epitopes and 23,139 TCRs. Task: Binary Classification. Given a T-cell receptor sequence (or CDR3 region) and an epitope sequence, predict whether binding occurs between them. (1) The epitope is KLWAQCVQL. The TCR CDR3 sequence is CASGPGLAGEDEQFF. Result: 1 (the TCR binds to the epitope). (2) The epitope is AYILFTRFFYV. The TCR CDR3 sequence is CASSMGLMSVDEQFF. Result: 0 (the TCR does not bind to the epitope). (3) The epitope is DPFRLLQNSQVFS. The TCR CDR3 sequence is CASSLVSYWGYF. Result: 0 (the TCR does not bind to the epitope). (4) The epitope is GTSGSPIVNR. The TCR CDR3 sequence is CASSLGTVSGMYTGELFF. Result: 1 (the TCR binds to the epitope). (5) The epitope is ITEEVGHTDLMAAY. The TCR CDR3 sequence is CASSLGTSGGNFYEQYF. Result: 1 (the TCR binds to the epitope). (6) The epitope is GLCTLVAML. The TCR CDR3 sequence is CASSFTGKGYNEQFF. Result: 1 (the TCR binds to the epitope). (7) The epitope is AVFDRKSDAK. The TCR CDR3 sequence is CASSDRVFVHEQYF. Result: 1 (the TCR binds to the epitope).